This data is from Full USPTO retrosynthesis dataset with 1.9M reactions from patents (1976-2016). The task is: Predict the reactants needed to synthesize the given product. (1) The reactants are: [CH3:1][O:2][C:3]1[CH:4]=[C:5]([CH:11]([C:13]2[CH:14]=[N:15][CH:16]=[CH:17][CH:18]=2)[OH:12])[CH:6]=[CH:7][C:8]=1[O:9][CH3:10].CN1C(C(C2C=CC=CN=2)O)=CN=C1. Given the product [CH3:1][O:2][C:3]1[CH:4]=[C:5]([C:11]([C:13]2[CH:14]=[N:15][CH:16]=[CH:17][CH:18]=2)=[O:12])[CH:6]=[CH:7][C:8]=1[O:9][CH3:10], predict the reactants needed to synthesize it. (2) Given the product [F:18][C:19]1[CH:25]=[CH:24][C:22]([NH:23][C:5]2[CH:6]=[C:7]([O:11][CH3:12])[C:8]([O:9][CH3:10])=[C:3]([O:2][CH3:1])[CH:4]=2)=[CH:21][CH:20]=1, predict the reactants needed to synthesize it. The reactants are: [CH3:1][O:2][C:3]1[CH:4]=[C:5](CS([O-])(=O)=O)[CH:6]=[C:7]([O:11][CH3:12])[C:8]=1[O:9][CH3:10].[F:18][C:19]1[CH:25]=[CH:24][C:22]([NH2:23])=[CH:21][CH:20]=1.C([O-])([O-])=O.[K+].[K+]. (3) The reactants are: [Br:1][C:2]1[CH:3]=[CH:4][C:5]([O:20][CH2:21][C:22]2[CH:27]=[CH:26][C:25]([Cl:28])=[CH:24][CH:23]=2)=[C:6]([CH2:8][N:9]2[CH2:14][CH2:13][CH:12]([C:15]([O:17]CC)=[O:16])[CH2:11][CH2:10]2)[CH:7]=1.O[Li].O.Cl. Given the product [Br:1][C:2]1[CH:3]=[CH:4][C:5]([O:20][CH2:21][C:22]2[CH:27]=[CH:26][C:25]([Cl:28])=[CH:24][CH:23]=2)=[C:6]([CH2:8][N:9]2[CH2:14][CH2:13][CH:12]([C:15]([OH:17])=[O:16])[CH2:11][CH2:10]2)[CH:7]=1, predict the reactants needed to synthesize it.